Dataset: Catalyst prediction with 721,799 reactions and 888 catalyst types from USPTO. Task: Predict which catalyst facilitates the given reaction. (1) Reactant: [CH3:1][C@H:2]1[NH:7][C@@H:6]([CH3:8])[CH2:5][N:4]([C:9]2[CH:10]=[C:11]([C:15](=[O:17])[CH3:16])[CH:12]=[CH:13][CH:14]=2)[CH2:3]1.I[CH2:19][CH2:20][CH3:21].C(Cl)Cl. Product: [CH3:8][C@H:6]1[N:7]([CH2:19][CH2:20][CH3:21])[C@@H:2]([CH3:1])[CH2:3][N:4]([C:9]2[CH:10]=[C:11]([C:15](=[O:17])[CH3:16])[CH:12]=[CH:13][CH:14]=2)[CH2:5]1. The catalyst class is: 5. (2) Reactant: [C:1]([C:4]1[CH:13]=[C:12]2[C:7]([C:8](=[O:24])[N:9]=[C:10]([CH3:23])[N:11]2[CH2:14][C:15]2[CH:20]=[CH:19][C:18]([Cl:21])=[CH:17][C:16]=2[Cl:22])=[CH:6][CH:5]=1)(=[O:3])N.S(=O)(=O)(O)[OH:26]. Product: [C:1]([C:4]1[CH:13]=[C:12]2[C:7]([C:8](=[O:24])[N:9]=[C:10]([CH3:23])[N:11]2[CH2:14][C:15]2[CH:20]=[CH:19][C:18]([Cl:21])=[CH:17][C:16]=2[Cl:22])=[CH:6][CH:5]=1)([OH:3])=[O:26]. The catalyst class is: 6. (3) Reactant: [Cl:1][C:2]1[CH:7]=[CH:6][N:5]([C@H:8]([CH:10]([CH3:12])[CH3:11])[CH3:9])[C:4](=[O:13])[C:3]=1[CH:14]=O.Cl.[NH2:17][OH:18].Cl. Product: [Cl:1][C:2]1[CH:7]=[CH:6][N:5]([C@H:8]([CH:10]([CH3:12])[CH3:11])[CH3:9])[C:4](=[O:13])[C:3]=1[CH:14]=[N:17][OH:18]. The catalyst class is: 41. (4) Product: [C:1]([O:4][CH2:5][CH2:6][CH2:7][CH2:8][CH2:9][CH2:10][O:11][C:12]1[CH:17]=[C:16]([N+:18]([O-:20])=[O:19])[C:15]([CH2:21][OH:22])=[CH:14][C:13]=1[O:23][CH3:24])(=[O:3])[CH3:2]. The catalyst class is: 412. Reactant: [C:1]([O:4][CH2:5][CH2:6][CH2:7][CH2:8][CH2:9][CH2:10][O:11][C:12]1[CH:17]=[C:16]([N+:18]([O-:20])=[O:19])[C:15]([CH:21]=[O:22])=[CH:14][C:13]=1[O:23][CH3:24])(=[O:3])[CH3:2].[BH4-].[Na+].[Cl-].[NH4+].C(N(CC)CC)C. (5) Reactant: Br[C:2]1[C:7]2[O:8][CH2:9][C:10](=[O:12])[NH:11][C:6]=2[C:5](=[O:13])[N:4]([CH3:14])[CH:3]=1.[CH:15]1([CH2:18][O:19][C:20]2[CH:25]=[CH:24][C:23]([S:26]([CH2:29][CH3:30])(=[O:28])=[O:27])=[CH:22][C:21]=2B2OC(C)(C)C(C)(C)O2)[CH2:17][CH2:16]1.CC(=O)OCC. Product: [CH:15]1([CH2:18][O:19][C:20]2[CH:25]=[CH:24][C:23]([S:26]([CH2:29][CH3:30])(=[O:28])=[O:27])=[CH:22][C:21]=2[C:2]2[C:7]3[O:8][CH2:9][C:10](=[O:12])[NH:11][C:6]=3[C:5](=[O:13])[N:4]([CH3:14])[CH:3]=2)[CH2:16][CH2:17]1. The catalyst class is: 81. (6) Reactant: [CH2:1]1[CH:5]2[CH2:6][NH:7][CH2:8][CH:4]2[CH2:3][N:2]1C(OCCCC)=O.Br[C:17]1[CH:18]=[N:19][CH:20]=[C:21]([CH:27]=1)[C:22]([O:24][CH2:25][CH3:26])=[O:23].C1(P(C2C=CC=CC=2)C2[C:48]3OC4C(=CC=CC=4P(C4C=CC=CC=4)C4C=CC=CC=4)[C:40](C)(C)[C:39]=3[CH:38]=CC=2)C=CC=CC=1.[C:70](=[O:73])([O-])[O-:71].[Cs+].[Cs+]. Product: [CH2:25]([O:24][C:22]([C:21]1[CH:27]=[C:17]([N:7]2[CH2:8][CH:4]3[CH2:3][N:2]([C:70]([O:71][C:39]([CH3:40])([CH3:48])[CH3:38])=[O:73])[CH2:1][CH:5]3[CH2:6]2)[CH:18]=[N:19][CH:20]=1)=[O:23])[CH3:26]. The catalyst class is: 62.